Predict the reaction yield, written as a fraction of the theoretical maximum amount of product (1.0 means a 100% yield; for example, 0.34 means a 34% yield). From a dataset of Reaction yield outcomes from USPTO patents with 853,638 reactions. (1) The product is [C:28]([N:1]1[CH2:6][CH2:5][CH2:4][CH:3]([C:7]2[CH:15]=[CH:14][C:13]([C:16]([NH2:18])=[O:17])=[C:12]3[C:8]=2[CH:9]=[CH:10][NH:11]3)[CH2:2]1)(=[O:31])[CH:29]=[CH2:30]. The catalyst is C(Cl)Cl. The yield is 0.840. The reactants are [NH:1]1[CH2:6][CH2:5][CH2:4][CH:3]([C:7]2[CH:15]=[CH:14][C:13]([C:16]([NH2:18])=[O:17])=[C:12]3[C:8]=2[CH:9]=[CH:10][NH:11]3)[CH2:2]1.C(N(C(C)C)C(C)C)C.[C:28](Cl)(=[O:31])[CH:29]=[CH2:30]. (2) The product is [CH:1]([NH:4][S:5]([C:8]1[CH:9]=[C:10]([CH:14]2[C:23]([CH3:24])([CH3:25])[CH2:22][C:21]3[C:16](=[CH:17][CH:18]=[C:19]([C:26]([OH:28])=[O:27])[CH:20]=3)[NH:15]2)[CH:11]=[CH:12][CH:13]=1)(=[O:6])=[O:7])([CH3:3])[CH3:2]. The catalyst is CO.O1CCCC1. The reactants are [CH:1]([NH:4][S:5]([C:8]1[CH:9]=[C:10]([CH:14]2[C:23]([CH3:25])([CH3:24])[CH2:22][C:21]3[C:16](=[CH:17][CH:18]=[C:19]([C:26]([O:28]C)=[O:27])[CH:20]=3)[NH:15]2)[CH:11]=[CH:12][CH:13]=1)(=[O:7])=[O:6])([CH3:3])[CH3:2].[OH-].[Na+]. The yield is 0.280. (3) The yield is 0.610. The catalyst is C(Cl)Cl. The reactants are [C:1]1([S:7]([N:10]2[CH:14]=[CH:13][CH:12]=[CH:11]2)(=[O:9])=[O:8])[CH:6]=[CH:5][CH:4]=[CH:3][CH:2]=1.[F:15][C:16]1[CH:24]=[CH:23][C:19]([C:20](Cl)=O)=[CH:18][CH:17]=1.[Cl-].[Al+3].[Cl-].[Cl-]. The product is [C:1]1([S:7]([N:10]2[CH:11]=[CH:12][C:13]([CH2:20][C:19]3[CH:23]=[CH:24][C:16]([F:15])=[CH:17][CH:18]=3)=[CH:14]2)(=[O:9])=[O:8])[CH:2]=[CH:3][CH:4]=[CH:5][CH:6]=1. (4) The reactants are [Br:1][C:2]1[C:3]([CH3:13])=[N:4][C:5]([C:8]2[N:12]=[CH:11][NH:10][N:9]=2)=[CH:6][CH:7]=1.[O:14]1[CH:19]=[CH:18][CH2:17][CH2:16][CH2:15]1.CS(O)(=O)=O. The catalyst is O1CCCC1. The product is [Br:1][C:2]1[C:3]([CH3:13])=[N:4][C:5]([C:8]2[N:12]=[CH:11][N:10]([CH:15]3[CH2:16][CH2:17][CH2:18][CH2:19][O:14]3)[N:9]=2)=[CH:6][CH:7]=1. The yield is 0.850.